From a dataset of Full USPTO retrosynthesis dataset with 1.9M reactions from patents (1976-2016). Predict the reactants needed to synthesize the given product. (1) Given the product [F:1][C:2]1[CH:3]=[C:4]([NH:9][C:10](=[O:11])[C:12]2[CH:13]=[C:14]([S:19](=[O:21])(=[O:20])[NH:30][C@@H:31]([CH:33]([CH3:35])[CH3:34])[CH3:32])[CH:15]=[CH:16][C:17]=2[CH3:18])[CH:5]=[CH:6][C:7]=1[F:8], predict the reactants needed to synthesize it. The reactants are: [F:1][C:2]1[CH:3]=[C:4]([NH:9][C:10]([C:12]2[CH:13]=[C:14]([S:19](Cl)(=[O:21])=[O:20])[CH:15]=[CH:16][C:17]=2[CH3:18])=[O:11])[CH:5]=[CH:6][C:7]=1[F:8].CCN(CC)CC.[NH2:30][C@@H:31]([CH:33]([CH3:35])[CH3:34])[CH3:32]. (2) Given the product [C:36]([CH2:35][CH2:34][C:10]1[C:11]([CH2:15][CH2:16][CH2:17][CH2:18][CH2:19][CH2:20][O:21][C:22]2[CH:23]=[C:24]([C:45]3[CH:46]=[CH:47][C:48]([O:49][CH3:50])=[C:43]([F:42])[CH:44]=3)[CH:25]=[C:26]([C:28](=[O:32])[N:29]([CH3:30])[CH3:31])[CH:27]=2)=[CH:12][CH:13]=[CH:14][C:9]=1[O:8][CH2:7][CH2:6][CH2:5][C:4]([OH:41])=[O:3])([OH:38])=[O:37], predict the reactants needed to synthesize it. The reactants are: C([O:3][C:4](=[O:41])[CH2:5][CH2:6][CH2:7][O:8][C:9]1[CH:14]=[CH:13][CH:12]=[C:11]([CH2:15][CH2:16][CH2:17][CH2:18][CH2:19][CH2:20][O:21][C:22]2[CH:27]=[C:26]([C:28](=[O:32])[N:29]([CH3:31])[CH3:30])[CH:25]=[C:24](Br)[CH:23]=2)[C:10]=1[CH2:34][CH2:35][C:36]([O:38]CC)=[O:37])C.[F:42][C:43]1[CH:44]=[C:45](B(O)O)[CH:46]=[CH:47][C:48]=1[O:49][CH3:50]. (3) Given the product [CH:23]1([C:29]2[C:37]3[C:32](=[CH:33][C:34]([C:38]([O:40][CH3:41])=[O:39])=[CH:35][CH:36]=3)[NH:31][C:30]=2[C:2]2[CH:7]=[CH:6][CH:5]=[CH:4][C:3]=2[S:8][CH2:9][CH2:10][O:11][CH:12]2[CH2:17][CH2:16][CH2:15][CH2:14][O:13]2)[CH2:24][CH2:25][CH2:26][CH2:27][CH2:28]1, predict the reactants needed to synthesize it. The reactants are: Br[C:2]1[CH:7]=[CH:6][CH:5]=[CH:4][C:3]=1[S:8][CH2:9][CH2:10][O:11][CH:12]1[CH2:17][CH2:16][CH2:15][CH2:14][O:13]1.C(=O)([O-])O.[Na+].[CH:23]1([C:29]2[C:37]3[C:32](=[CH:33][C:34]([C:38]([O:40][CH3:41])=[O:39])=[CH:35][CH:36]=3)[NH:31][C:30]=2B2OC(C)(C)C(C)(C)O2)[CH2:28][CH2:27][CH2:26][CH2:25][CH2:24]1. (4) Given the product [CH3:1][C:2]1[CH:11]=[C:10]([O:12][C:13]2[CH:18]=[CH:17][CH:16]=[CH:15][CH:14]=2)[C:9]2[CH2:8][CH2:7][CH2:6][C:5](=[O:19])[C:4]=2[N:3]=1, predict the reactants needed to synthesize it. The reactants are: [CH3:1][C:2]1[CH:11]=[C:10]([O:12][C:13]2[CH:18]=[CH:17][CH:16]=[CH:15][CH:14]=2)[C:9]2[CH2:8][CH2:7][CH2:6][CH:5]([OH:19])[C:4]=2[N:3]=1. (5) Given the product [CH:20]1[C:28]2[C:27]3[CH:29]=[CH:30][CH:31]=[CH:32][C:26]=3[O:25][C:24]=2[CH:23]=[CH:22][C:21]=1[CH2:33][N:1]1[CH:2]([C:10]2[C:15]([O:16][CH3:17])=[CH:14][N:13]=[CH:12][C:11]=2[O:18][CH3:19])[CH2:3][CH2:4][CH2:5][C:6]1=[O:8], predict the reactants needed to synthesize it. The reactants are: [NH2:1][CH:2]([C:10]1[C:15]([O:16][CH3:17])=[CH:14][N:13]=[CH:12][C:11]=1[O:18][CH3:19])[CH2:3][CH2:4][CH2:5][C:6]([O:8]C)=O.[CH:20]1[C:28]2[C:27]3[CH:29]=[CH:30][CH:31]=[CH:32][C:26]=3[O:25][C:24]=2[CH:23]=[CH:22][C:21]=1[CH:33]=O. (6) Given the product [CH3:12][C:2]([NH:1][S:22]([CH3:21])(=[O:24])=[O:23])([CH3:13])[CH2:3][NH:4][C:5](=[O:11])[O:6][C:7]([CH3:8])([CH3:10])[CH3:9], predict the reactants needed to synthesize it. The reactants are: [NH2:1][C:2]([CH3:13])([CH3:12])[CH2:3][NH:4][C:5](=[O:11])[O:6][C:7]([CH3:10])([CH3:9])[CH3:8].C(N(CC)CC)C.[CH3:21][S:22](O[S:22]([CH3:21])(=[O:24])=[O:23])(=[O:24])=[O:23]. (7) Given the product [ClH:30].[NH2:1][CH2:4][C:5]([NH:7][CH2:8][C:9]1[CH:17]=[CH:16][CH:15]=[C:14]2[C:10]=1[C:11](=[O:27])[N:12]([CH:19]1[CH2:24][CH2:23][C:22](=[O:25])[NH:21][C:20]1=[O:26])[C:13]2=[O:18])=[O:6], predict the reactants needed to synthesize it. The reactants are: [N:1]([CH2:4][C:5]([NH:7][CH2:8][C:9]1[CH:17]=[CH:16][CH:15]=[C:14]2[C:10]=1[C:11](=[O:27])[N:12]([CH:19]1[CH2:24][CH2:23][C:22](=[O:25])[NH:21][C:20]1=[O:26])[C:13]2=[O:18])=[O:6])=[N+]=[N-].[H][H].[ClH:30].